Predict which catalyst facilitates the given reaction. From a dataset of Catalyst prediction with 721,799 reactions and 888 catalyst types from USPTO. Reactant: [C:1]1(=[O:11])[NH:5][C:4](=[O:6])[C:3]2=[CH:7][CH:8]=[CH:9][CH:10]=[C:2]12.[K].CS(O[CH2:18][C:19]1[CH:24]=[CH:23][C:22]([Cl:25])=[CH:21][C:20]=1[F:26])(=O)=O.CN(C)C=O. Product: [Cl:25][C:22]1[CH:23]=[CH:24][C:19]([CH2:18][N:5]2[C:1](=[O:11])[C:2]3=[CH:10][CH:9]=[CH:8][CH:7]=[C:3]3[C:4]2=[O:6])=[C:20]([F:26])[CH:21]=1. The catalyst class is: 6.